From a dataset of Catalyst prediction with 721,799 reactions and 888 catalyst types from USPTO. Predict which catalyst facilitates the given reaction. (1) Reactant: Br[C:2]1[N:6]([S:7]([C:10]2[CH:15]=[CH:14][CH:13]=[CH:12][CH:11]=2)(=[O:9])=[O:8])[CH:5]=[C:4]([C:16]([O:18][CH3:19])=[O:17])[CH:3]=1.[CH:20]1(B(O)O)[CH2:22][CH2:21]1.C1(P(C2CCCCC2)C2CCCCC2)CCCCC1.P([O-])([O-])([O-])=O.[K+].[K+].[K+]. Product: [CH:20]1([C:2]2[N:6]([S:7]([C:10]3[CH:15]=[CH:14][CH:13]=[CH:12][CH:11]=3)(=[O:9])=[O:8])[CH:5]=[C:4]([C:16]([O:18][CH3:19])=[O:17])[CH:3]=2)[CH2:22][CH2:21]1. The catalyst class is: 498. (2) Product: [Cl:20][C:14]1[CH:15]=[CH:16][C:17]([Cl:19])=[CH:18][C:13]=1[O:12][C:7]1[C:6]([C:4]([OH:5])=[O:3])=[CH:11][N:10]=[CH:9][N:8]=1. The catalyst class is: 30. Reactant: C([O:3][C:4]([C:6]1[C:7]([O:12][C:13]2[CH:18]=[C:17]([Cl:19])[CH:16]=[CH:15][C:14]=2[Cl:20])=[N:8][CH:9]=[N:10][CH:11]=1)=[O:5])C.[OH-].[Na+]. (3) Reactant: [CH3:1][N:2]1[C:10]2[C:5](=[CH:6][CH:7]=[C:8]([C:11]([F:14])([F:13])[F:12])[CH:9]=2)[C:4]([C:15]2[N:20]=[C:19]3[C:21]([C:32]([O:34]C)=[O:33])=[CH:22][N:23](COC(=O)C(C)(C)C)[C:18]3=[N:17][CH:16]=2)=[N:3]1.[OH-].[K+]. Product: [CH3:1][N:2]1[C:10]2[C:5](=[CH:6][CH:7]=[C:8]([C:11]([F:13])([F:14])[F:12])[CH:9]=2)[C:4]([C:15]2[N:20]=[C:19]3[C:21]([C:32]([OH:34])=[O:33])=[CH:22][NH:23][C:18]3=[N:17][CH:16]=2)=[N:3]1. The catalyst class is: 38. (4) Reactant: [N:1]1([CH2:7][CH2:8][CH2:9][NH:10][C:11]([CH:13]2[CH2:18][CH2:17][CH2:16][CH2:15][CH2:14]2)=[O:12])[CH2:6][CH2:5][NH:4][CH2:3][CH2:2]1.Cl[C:20]1[CH:25]=[CH:24][CH:23]=[C:22]([N+:26]([O-:28])=[O:27])[N:21]=1.C(N(C(C)C)CC)(C)C.CO.CCOC(C)=O. Product: [N+:26]([C:22]1[N:21]=[C:20]([N:4]2[CH2:5][CH2:6][N:1]([CH2:7][CH2:8][CH2:9][NH:10][C:11]([CH:13]3[CH2:18][CH2:17][CH2:16][CH2:15][CH2:14]3)=[O:12])[CH2:2][CH2:3]2)[CH:25]=[CH:24][CH:23]=1)([O-:28])=[O:27]. The catalyst class is: 10. (5) Reactant: C(OC(=O)[NH:7][C:8]1[CH:12]=[CH:11][S:10][C:9]=1[C:13]1[CH:18]=[CH:17][C:16]([Br:19])=[CH:15][CH:14]=1)(C)(C)C.Cl.O.C([O-])(O)=O.[Na+]. The catalyst class is: 13. Product: [Br:19][C:16]1[CH:17]=[CH:18][C:13]([C:9]2[S:10][CH:11]=[CH:12][C:8]=2[NH2:7])=[CH:14][CH:15]=1. (6) Reactant: [CH:1]1([C:7]2[C:15]3[C:10](=[CH:11][C:12]([C:16]([O:18][CH3:19])=[O:17])=[CH:13][CH:14]=3)[NH:9][C:8]=2[C:20]2[CH:25]=[CH:24][CH:23]=[CH:22][C:21]=2[CH2:26][O:27][Si:28]([CH:35]([CH3:37])[CH3:36])([CH:32]([CH3:34])[CH3:33])[CH:29]([CH3:31])[CH3:30])[CH2:6][CH2:5][CH2:4][CH2:3][CH2:2]1.CN(C=O)C.[CH2:43](Br)[CH:44]=[CH2:45]. Product: [CH2:45]([N:9]1[C:10]2[C:15](=[CH:14][CH:13]=[C:12]([C:16]([O:18][CH3:19])=[O:17])[CH:11]=2)[C:7]([CH:1]2[CH2:6][CH2:5][CH2:4][CH2:3][CH2:2]2)=[C:8]1[C:20]1[CH:25]=[CH:24][CH:23]=[CH:22][C:21]=1[CH2:26][O:27][Si:28]([CH:32]([CH3:34])[CH3:33])([CH:29]([CH3:31])[CH3:30])[CH:35]([CH3:37])[CH3:36])[CH:44]=[CH2:43]. The catalyst class is: 28. (7) Reactant: [Li+].[OH-].[N:3]1[CH:8]=[CH:7][CH:6]=[CH:5][C:4]=1[NH:9][CH2:10][CH2:11][CH2:12][O:13][C:14]1[CH:31]=[CH:30][C:17]2[CH2:18][CH:19]([CH2:25][C:26]([O:28]C)=[O:27])[C:20](=[O:24])[N:21]([CH3:23])[CH2:22][C:16]=2[CH:15]=1.C(O)(C(F)(F)F)=O. Product: [N:3]1[CH:8]=[CH:7][CH:6]=[CH:5][C:4]=1[NH:9][CH2:10][CH2:11][CH2:12][O:13][C:14]1[CH:31]=[CH:30][C:17]2[CH2:18][CH:19]([CH2:25][C:26]([OH:28])=[O:27])[C:20](=[O:24])[N:21]([CH3:23])[CH2:22][C:16]=2[CH:15]=1. The catalyst class is: 20. (8) Reactant: II.Br[C:4]1[CH:9]=[CH:8][CH:7]=[CH:6][C:5]=1[O:10][CH2:11][CH3:12].[O:13]1[CH2:15][CH2:14]1. Product: [CH2:11]([O:10][C:5]1[CH:6]=[CH:7][CH:8]=[CH:9][C:4]=1[CH2:15][CH2:14][OH:13])[CH3:12]. The catalyst class is: 1. (9) Product: [NH2:39][C:36]([CH3:38])([CH3:37])[C:35]([NH:34][C@H:10]([CH2:9][O:8][CH2:1][C:2]1[CH:7]=[CH:6][CH:5]=[CH:4][CH:3]=1)[C:11]([N:13]1[CH2:33][CH2:32][CH2:31][C:15]2([C:19](=[O:20])[N:18]([CH:21]([CH3:22])[CH3:23])[CH2:17][CH:16]2[C:24]2[CH:25]=[CH:26][C:27]([F:30])=[CH:28][CH:29]=2)[CH2:14]1)=[O:12])=[O:47]. Reactant: [CH2:1]([O:8][CH2:9][C@@H:10]([NH:34][C:35](=[O:47])[C:36]([NH:39]C(=O)OC(C)(C)C)([CH3:38])[CH3:37])[C:11]([N:13]1[CH2:33][CH2:32][CH2:31][C:15]2([C:19](=[O:20])[N:18]([CH:21]([CH3:23])[CH3:22])[CH2:17][CH:16]2[C:24]2[CH:29]=[CH:28][C:27]([F:30])=[CH:26][CH:25]=2)[CH2:14]1)=[O:12])[C:2]1[CH:7]=[CH:6][CH:5]=[CH:4][CH:3]=1.C(O)(C(F)(F)F)=O.CO. The catalyst class is: 2.